From a dataset of Forward reaction prediction with 1.9M reactions from USPTO patents (1976-2016). Predict the product of the given reaction. (1) Given the reactants [OH:1][C:2]1[C:15]2[C:14](=[O:16])[C:13]3[C:8](=[C:9]([N+:18]([O-:20])=[O:19])[CH:10]=[CH:11][C:12]=3[OH:17])[C:7](=[O:21])[C:6]=2[C:5]([NH:22][C:23]2[CH:28]=[CH:27][C:26]([OH:29])=[CH:25][CH:24]=2)=[CH:4][CH:3]=1.[C:30](O[C:30](=[O:34])[C:31]([CH3:33])=[CH2:32])(=[O:34])[C:31]([CH3:33])=[CH2:32].C(N(CC)CC)C.C(O)(=O)C, predict the reaction product. The product is: [C:30]([O:29][C:26]1[CH:27]=[CH:28][C:23]([NH:22][C:5]2[C:6]3[C:7](=[O:21])[C:8]4[C:13](=[C:12]([OH:17])[CH:11]=[CH:10][C:9]=4[N+:18]([O-:20])=[O:19])[C:14](=[O:16])[C:15]=3[C:2]([OH:1])=[CH:3][CH:4]=2)=[CH:24][CH:25]=1)(=[O:34])[C:31]([CH3:33])=[CH2:32]. (2) Given the reactants [CH:1]1([C:4]2[CH:9]=[CH:8][CH:7]=[C:6]([CH:10]3OCC[O:11]3)[N:5]=2)[CH2:3][CH2:2]1, predict the reaction product. The product is: [CH:1]1([C:4]2[N:5]=[C:6]([CH:10]=[O:11])[CH:7]=[CH:8][CH:9]=2)[CH2:3][CH2:2]1. (3) Given the reactants [F:1][CH:2]([F:41])[C:3]1[N:7]([C:8]2[N:13]=[C:12]([N:14]3[CH2:19][CH2:18][O:17][CH2:16][CH2:15]3)[N:11]=[C:10]([C:20]3[CH:25]=[CH:24][C:23]([N:26](C)[C:27](=O)OC(C)(C)C)=[CH:22][CH:21]=3)[N:9]=2)[C:6]2[CH:35]=[CH:36][CH:37]=[C:38]([O:39][CH3:40])[C:5]=2[N:4]=1.C(O)(C(F)(F)F)=O.N, predict the reaction product. The product is: [F:41][CH:2]([F:1])[C:3]1[N:7]([C:8]2[N:13]=[C:12]([N:14]3[CH2:19][CH2:18][O:17][CH2:16][CH2:15]3)[N:11]=[C:10]([C:20]3[CH:21]=[CH:22][C:23]([NH:26][CH3:27])=[CH:24][CH:25]=3)[N:9]=2)[C:6]2[CH:35]=[CH:36][CH:37]=[C:38]([O:39][CH3:40])[C:5]=2[N:4]=1. (4) Given the reactants C(OC([NH:8][C:9]1[CH:10]=[C:11]([F:19])[C:12](C(OC)=O)=[N:13][CH:14]=1)=O)(C)(C)C.[ClH:20].O1CCOCC1, predict the reaction product. The product is: [ClH:20].[Cl:20][C:12]1[N:13]=[CH:14][C:9]([NH2:8])=[CH:10][C:11]=1[F:19]. (5) The product is: [CH3:7][O:8][C:9]1[CH:21]=[CH:20][CH:19]=[CH:18][C:10]=1[O:11][CH:12]1[CH2:16][CH2:15][CH2:14][C:13]1=[CH2:1]. Given the reactants [CH3:1]C(C)([O-])C.[K+].[CH3:7][O:8][C:9]1[CH:21]=[CH:20][CH:19]=[CH:18][C:10]=1[O:11][CH:12]1[CH2:16][CH2:15][CH2:14][C:13]1=O.O, predict the reaction product. (6) Given the reactants [Cl:1][C:2]1[CH:3]=[N:4][CH:5]=[C:6]([Cl:19])[C:7]=1[S:8][C:9]1[S:13][C:12]([C:14]([OH:16])=O)=[CH:11][C:10]=1[C:17]#[N:18].F[P-](F)(F)(F)(F)F.N1(OC(N(C)C)=[N+](C)C)C2N=CC=CC=2N=N1.[CH3:44][N:45]([CH3:59])[CH2:46][CH2:47][CH2:48][O:49][C:50]1[CH:56]=[CH:55][C:53]([NH2:54])=[CH:52][C:51]=1[O:57][CH3:58], predict the reaction product. The product is: [C:17]([C:10]1[CH:11]=[C:12]([C:14]([NH:54][C:53]2[CH:55]=[CH:56][C:50]([O:49][CH2:48][CH2:47][CH2:46][N:45]([CH3:59])[CH3:44])=[C:51]([O:57][CH3:58])[CH:52]=2)=[O:16])[S:13][C:9]=1[S:8][C:7]1[C:6]([Cl:19])=[CH:5][N:4]=[CH:3][C:2]=1[Cl:1])#[N:18]. (7) Given the reactants [Br:1][C:2]1[C:7]([CH3:8])=[CH:6][N:5]=[C:4]([Cl:9])[CH:3]=1.C1C(=O)N([Br:17])C(=O)C1, predict the reaction product. The product is: [Br:1][C:2]1[C:7]([CH2:8][Br:17])=[CH:6][N:5]=[C:4]([Cl:9])[CH:3]=1.